This data is from Full USPTO retrosynthesis dataset with 1.9M reactions from patents (1976-2016). The task is: Predict the reactants needed to synthesize the given product. (1) Given the product [CH3:30][N:31]([CH2:32][C:33]1[CH:38]=[CH:37][CH:36]=[C:35]([C:39]2[CH:40]=[CH:41][N:42]=[CH:43][CH:44]=2)[CH:34]=1)[C:1](=[O:21])[O:2][C:3]1[CH:4]=[CH:5][C:6]([C:9]2[CH:14]=[CH:13][C:12]([C:15](=[O:20])[NH:16][CH:17]3[CH2:19][CH2:18]3)=[CH:11][CH:10]=2)=[CH:7][CH:8]=1, predict the reactants needed to synthesize it. The reactants are: [C:1](=O)([O:21]N1C(=O)CCC1=O)[O:2][C:3]1[CH:8]=[CH:7][C:6]([C:9]2[CH:14]=[CH:13][C:12]([C:15](=[O:20])[NH:16][CH:17]3[CH2:19][CH2:18]3)=[CH:11][CH:10]=2)=[CH:5][CH:4]=1.[CH3:30][NH:31][CH2:32][C:33]1[CH:38]=[CH:37][CH:36]=[C:35]([C:39]2[CH:44]=[CH:43][N:42]=[CH:41][CH:40]=2)[CH:34]=1.C(N(CC)CC)C. (2) Given the product [O:24]=[C:23]1[C:22]2[C:21](=[CH:29][CH:28]=[CH:27][CH:26]=2)[C:20](=[O:25])[N:1]1[C:2]1[CH:6]=[C:5]([CH:7]2[CH2:12][CH2:11][N:10]([C:13]([O:15][C:16]([CH3:19])([CH3:18])[CH3:17])=[O:14])[CH2:9][CH2:8]2)[NH:4][N:3]=1, predict the reactants needed to synthesize it. The reactants are: [NH2:1][C:2]1[CH:6]=[C:5]([CH:7]2[CH2:12][CH2:11][N:10]([C:13]([O:15][C:16]([CH3:19])([CH3:18])[CH3:17])=[O:14])[CH2:9][CH2:8]2)[NH:4][N:3]=1.[C:20]1(=O)[O:25][C:23](=[O:24])[C:22]2=[CH:26][CH:27]=[CH:28][CH:29]=[C:21]12.O. (3) Given the product [CH3:17][C:16]([CH3:19])([CH2:18][C:6]([CH3:8])([CH3:7])[CH3:5])[C:15]#[N:20], predict the reactants needed to synthesize it. The reactants are: C(OC(C)C)(=O)CCC[CH2:5][C:6](C)([CH3:8])[CH3:7].[C:15](#[N:20])[C:16]([CH3:19])([CH3:18])[CH3:17]. (4) Given the product [Br:1][C:2]1[CH:7]=[CH:6][C:5]2[N:8]=[C:16]([C:15]3[CH:19]=[CH:20][C:12]([F:11])=[CH:13][CH:14]=3)[NH:9][C:4]=2[C:3]=1[CH3:10], predict the reactants needed to synthesize it. The reactants are: [Br:1][C:2]1[C:3]([CH3:10])=[C:4]([NH2:9])[C:5]([NH2:8])=[CH:6][CH:7]=1.[F:11][C:12]1[CH:20]=[CH:19][C:15]([C:16](Cl)=O)=[CH:14][CH:13]=1.Cl. (5) Given the product [Br:25][C:14]1[C:15]2[N:16]=[C:7]([N:1]3[CH2:6][CH2:5][O:4][CH2:3][CH2:2]3)[S:8][C:9]=2[C:10](=[O:17])[NH:11][CH2:12][CH:13]=1, predict the reactants needed to synthesize it. The reactants are: [N:1]1([C:7]2[S:8][C:9]3[C:10](=[O:17])[NH:11][CH2:12][CH:13]=[CH:14][C:15]=3[N:16]=2)[CH2:6][CH2:5][O:4][CH2:3][CH2:2]1.C(N(CC)CC)C.[Br:25]Br.N12CCCN=C1CCCCC2. (6) Given the product [C:1]1([S:7]([N:10]2[C:14]3=[N:15][CH:16]=[CH:17][CH:18]=[C:13]3[CH:12]=[C:11]2[CH:36]([C:35]2[CH:38]=[CH:39][C:32]([S:31][CH3:30])=[C:33]([C:40]([F:43])([F:42])[F:41])[CH:34]=2)[OH:37])(=[O:9])=[O:8])[CH:2]=[CH:3][CH:4]=[CH:5][CH:6]=1, predict the reactants needed to synthesize it. The reactants are: [C:1]1([S:7]([N:10]2[C:14]3=[N:15][CH:16]=[CH:17][CH:18]=[C:13]3[CH:12]=[CH:11]2)(=[O:9])=[O:8])[CH:6]=[CH:5][CH:4]=[CH:3][CH:2]=1.C([Li])CCC.CCCCCC.[CH3:30][S:31][C:32]1[CH:39]=[CH:38][C:35]([CH:36]=[O:37])=[CH:34][C:33]=1[C:40]([F:43])([F:42])[F:41].